From a dataset of Reaction yield outcomes from USPTO patents with 853,638 reactions. Predict the reaction yield, written as a fraction of the theoretical maximum amount of product (1.0 means a 100% yield; for example, 0.34 means a 34% yield). (1) The yield is 0.101. The catalyst is C1COCC1. The product is [OH:27][C@:20]1([CH2:19][NH:18][C:15]([C:4]2[C:3]3[C:7](=[CH:8][CH:9]=[CH:10][C:2]=3[Cl:1])[N:6]([CH2:11][CH2:12][O:13][CH3:14])[CH:5]=2)=[O:17])[CH2:25][CH2:24][CH2:23][C@@H:22]([CH3:26])[CH2:21]1. The reactants are [Cl:1][C:2]1[CH:10]=[CH:9][CH:8]=[C:7]2[C:3]=1[C:4]([C:15]([OH:17])=O)=[CH:5][N:6]2[CH2:11][CH2:12][O:13][CH3:14].[NH2:18][CH2:19][C@@:20]1([OH:27])[CH2:25][CH2:24][CH2:23][C@@H:22]([CH3:26])[CH2:21]1.C(Cl)CCl.N1(O)C2C=CC=CC=2N=N1.CCN(C(C)C)C(C)C. (2) The reactants are I[C:2]1[CH:3]=[C:4]([C:20]([NH:22][CH2:23][C:24]2[CH:29]=[CH:28][C:27]([S:30]([CH3:33])(=[O:32])=[O:31])=[CH:26][CH:25]=2)=[O:21])[C:5](=[O:19])[N:6]([C:9]2[CH:14]=[CH:13][CH:12]=[C:11]([C:15]([F:18])([F:17])[F:16])[CH:10]=2)[C:7]=1[CH3:8].[CH:34]([O:36][CH2:37][CH2:38][CH2:39][CH3:40])=[CH2:35].C(N(CC)CC)C. The catalyst is C1C=CC(P(C2C=CC=CC=2)CCP(C2C=CC=CC=2)C2C=CC=CC=2)=CC=1.C1C=CC(P(C2C=CC=CC=2)CCP(C2C=CC=CC=2)C2C=CC=CC=2)=CC=1.[Pd].CN(C=O)C. The product is [CH2:37]([O:36][C:34]([C:2]1[CH:3]=[C:4]([C:20]([NH:22][CH2:23][C:24]2[CH:29]=[CH:28][C:27]([S:30]([CH3:33])(=[O:31])=[O:32])=[CH:26][CH:25]=2)=[O:21])[C:5](=[O:19])[N:6]([C:9]2[CH:14]=[CH:13][CH:12]=[C:11]([C:15]([F:17])([F:16])[F:18])[CH:10]=2)[C:7]=1[CH3:8])=[CH2:35])[CH2:38][CH2:39][CH3:40]. The yield is 0.280. (3) The reactants are [Br:1][C:2]1[CH:3]=[C:4]([CH2:8][C:9](=O)C)[CH:5]=[CH:6][CH:7]=1.[CH3:12][C:13]1[CH:22]=[CH:21][C:20]2C(=[CH:16][CH:17]=[CH:18][C:19]=2[N:23]2[CH2:28][CH2:27][N:26]([CH2:29]CC3C=C(C=CC=3)N)[CH2:25][CH2:24]2)N=1.[C:38]([BH3-])#[N:39].[Na+]. The catalyst is CO.[Cl-].[Zn+2].[Cl-]. The product is [Br:1][C:2]1[CH:3]=[C:4]([CH:8]([CH3:9])[CH2:29][N:26]2[CH2:27][CH2:28][N:23]([C:19]3[CH:18]=[CH:17][CH:16]=[C:38]4[C:20]=3[CH:21]=[CH:22][C:13]([CH3:12])=[N:39]4)[CH2:24][CH2:25]2)[CH:5]=[CH:6][CH:7]=1. The yield is 0.500. (4) The reactants are [CH3:1][O:2][C:3]1[CH:8]=[CH:7][C:6]([CH2:9][C:10]([OH:12])=[O:11])=[CH:5][CH:4]=1.[CH:13](O)([CH3:15])[CH3:14].C1(P(C2C=CC=CC=2)C2C=CC=CC=2)C=CC=CC=1. The catalyst is O1CCCC1. The product is [CH:13]([O:11][C:10](=[O:12])[CH2:9][C:6]1[CH:5]=[CH:4][C:3]([O:2][CH3:1])=[CH:8][CH:7]=1)([CH3:15])[CH3:14]. The yield is 0.700. (5) The reactants are C[O:2][C:3](=[O:19])[C:4]1[CH:9]=[C:8]([S:10][CH3:11])[CH:7]=[C:6]([NH:12][C:13](=[O:18])[CH2:14][CH2:15][CH2:16]Cl)[CH:5]=1.[OH-].[Na+]. The catalyst is CO. The product is [CH3:11][S:10][C:8]1[CH:9]=[C:4]([CH:5]=[C:6]([N:12]2[CH2:16][CH2:15][CH2:14][C:13]2=[O:18])[CH:7]=1)[C:3]([OH:2])=[O:19]. The yield is 1.00. (6) The reactants are CO[C:3](=[O:21])[C:4]1[CH:9]=[C:8]([N:10]2[CH:14]=[CH:13][N:12]=[C:11]2[CH3:15])[C:7]([C:16]([F:19])([F:18])[F:17])=[CH:6][C:5]=1[NH2:20].ClC(Cl)(O[C:26](=[O:32])OC(Cl)(Cl)Cl)Cl.C(N(CC)CC)C.[CH3:41][S:42]([NH:45][NH2:46])(=[O:44])=[O:43].[OH-].[Na+]. The catalyst is O1CCCC1. The product is [CH3:15][C:11]1[N:10]([C:8]2[CH:9]=[C:4]3[C:5](=[CH:6][C:7]=2[C:16]([F:18])([F:17])[F:19])[NH:20][C:26](=[O:32])[N:46]([NH:45][S:42]([CH3:41])(=[O:44])=[O:43])[C:3]3=[O:21])[CH:14]=[CH:13][N:12]=1. The yield is 0.347. (7) The reactants are [CH:1]1([N:6]2[C:11]3[N:12]=[C:13]([S:16][CH3:17])[N:14]=[CH:15][C:10]=3[CH:9]=[C:8](C(O)=O)[C:7]2=[O:21])[CH2:5][CH2:4][CH2:3][CH2:2]1.C([N:24]([CH2:27]C)CC)C.C1(P(N=[N+]=[N-])(C2C=CC=CC=2)=[O:36])C=CC=CC=1.[C:46]([OH:50])([CH3:49])([CH3:48])[CH3:47]. No catalyst specified. The product is [C:46]([O:50][C:27](=[O:36])[NH:24][C:8]1[C:7](=[O:21])[N:6]([CH:1]2[CH2:2][CH2:3][CH2:4][CH2:5]2)[C:11]2[N:12]=[C:13]([S:16][CH3:17])[N:14]=[CH:15][C:10]=2[CH:9]=1)([CH3:49])([CH3:48])[CH3:47]. The yield is 0.450. (8) The reactants are [Li][CH2:2]CCC.[CH:6]([C@@H:8]([NH:12][C:13](=[O:19])[O:14][C:15]([CH3:18])([CH3:17])[CH3:16])[CH:9]([CH3:11])[CH3:10])=O.O. The catalyst is C1COCC1. The product is [CH3:10][CH:9]([C@H:8]([NH:12][C:13](=[O:19])[O:14][C:15]([CH3:18])([CH3:17])[CH3:16])[CH:6]=[CH2:2])[CH3:11]. The yield is 0.303. (9) The yield is 0.930. The catalyst is ClCCl. The product is [F:15][CH2:16][C:17]([CH3:18])([NH:7][C:8]1[CH:13]=[CH:12][C:11]([CH3:14])=[CH:10][CH:9]=1)[C:5]#[N:6]. The reactants are C[Si]([C:5]#[N:6])(C)C.[NH2:7][C:8]1[CH:13]=[CH:12][C:11]([CH3:14])=[CH:10][CH:9]=1.[F:15][CH2:16][C:17](=O)[CH3:18].